This data is from Catalyst prediction with 721,799 reactions and 888 catalyst types from USPTO. The task is: Predict which catalyst facilitates the given reaction. Reactant: [NH2:1][C:2](=[NH:18])[N:3]1[CH2:8][CH2:7][CH2:6][CH:5]([CH2:9][NH:10]C(=O)OC(C)(C)C)[CH2:4]1.CO.[ClH:21]. Product: [ClH:21].[ClH:21].[ClH:21].[CH3:2][N:3]1[CH2:8][CH2:7][C:6]2[N:18]=[C:2]([N:3]3[CH2:8][CH2:7][CH2:6][CH:5]([CH2:9][NH2:10])[CH2:4]3)[N:1]=[CH:9][C:5]=2[CH2:4]1. The catalyst class is: 12.